Dataset: Forward reaction prediction with 1.9M reactions from USPTO patents (1976-2016). Task: Predict the product of the given reaction. (1) Given the reactants [Cl:1][C:2]1[CH:3]=[C:4]([C:8]#[C:9][C:10]2[N:11]=[C:12]([CH3:22])[N:13]([C:15]3[CH:20]=[CH:19][CH:18]=[C:17](F)[N:16]=3)[CH:14]=2)[CH:5]=[CH:6][CH:7]=1.[OH-:23].[K+], predict the reaction product. The product is: [Cl:1][C:2]1[CH:3]=[C:4]([C:8]#[C:9][C:10]2[N:11]=[C:12]([CH3:22])[N:13]([C:15]3[N:16]=[C:17]([OH:23])[CH:18]=[CH:19][CH:20]=3)[CH:14]=2)[CH:5]=[CH:6][CH:7]=1. (2) The product is: [CH:7]1([NH:13][C:14]2[N:6]3[C:2]([S:3][CH:4]=[CH:5]3)=[N:1][C:21]=2[C:16]2[CH:17]=[CH:18][CH:19]=[CH:20][N:15]=2)[CH2:12][CH2:11][CH2:10][CH2:9][CH2:8]1. Given the reactants [NH2:1][C:2]1[S:3][CH:4]=[CH:5][N:6]=1.[CH:7]1([N+:13]#[C-:14])[CH2:12][CH2:11][CH2:10][CH2:9][CH2:8]1.[N:15]1[CH:20]=[CH:19][CH:18]=[CH:17][C:16]=1[CH:21]=O, predict the reaction product. (3) Given the reactants C([O:8][CH2:9][C@@H:10]1[CH:14]([CH:15]([CH3:18])[CH2:16][OH:17])[O:13][C:12](=[O:19])[NH:11]1)C1C=CC=CC=1, predict the reaction product. The product is: [OH:8][CH2:9][C@@H:10]1[CH:14]([CH:15]([CH3:18])[CH2:16][OH:17])[O:13][C:12](=[O:19])[NH:11]1. (4) Given the reactants [O:1]1[CH:5]=[CH:4][N:3]=[CH:2]1.B.C1COCC1.[Li]CCCC.[F:17][C:18]1[CH:25]=[CH:24][C:21]([CH:22]=[O:23])=[CH:20][CH:19]=1, predict the reaction product. The product is: [F:17][C:18]1[CH:25]=[CH:24][C:21]([CH:22]([C:2]2[O:1][CH:5]=[CH:4][N:3]=2)[OH:23])=[CH:20][CH:19]=1. (5) Given the reactants C[O:2][C:3]([CH:5]1[CH2:14][CH2:13][C:12]2[C:7](=[CH:8][CH:9]=[C:10]([N+:15]([O-:17])=[O:16])[CH:11]=2)[N:6]1C(C1CCCCC1)=O)=O.[Li+].[BH4-], predict the reaction product. The product is: [OH:2][CH2:3][CH:5]1[CH2:14][CH2:13][C:12]2[C:7](=[CH:8][CH:9]=[C:10]([N+:15]([O-:17])=[O:16])[CH:11]=2)[NH:6]1. (6) Given the reactants [F:1][C:2]1[CH:7]=[CH:6][C:5]([CH2:8][C:9]([OH:11])=[O:10])=[C:4]([I:12])[CH:3]=1.S(=O)(=O)(O)O.[CH3:18]O, predict the reaction product. The product is: [F:1][C:2]1[CH:7]=[CH:6][C:5]([CH2:8][C:9]([O:11][CH3:18])=[O:10])=[C:4]([I:12])[CH:3]=1. (7) The product is: [Cl:1][C:2]1[CH:3]=[CH:4][C:5]([O:10][CH2:18][C:19]([O:21][C:22]([CH3:25])([CH3:24])[CH3:23])=[O:20])=[C:6]([CH:7]=[O:8])[CH:9]=1. Given the reactants [Cl:1][C:2]1[CH:3]=[CH:4][C:5]([OH:10])=[C:6]([CH:9]=1)[CH:7]=[O:8].C(=O)([O-])[O-].[K+].[K+].Br[CH2:18][C:19]([O:21][C:22]([CH3:25])([CH3:24])[CH3:23])=[O:20], predict the reaction product.